This data is from Reaction yield outcomes from USPTO patents with 853,638 reactions. The task is: Predict the reaction yield, written as a fraction of the theoretical maximum amount of product (1.0 means a 100% yield; for example, 0.34 means a 34% yield). The reactants are [ClH:1].CO[C:4]([CH:6]1[CH2:11][CH2:10][N:9]([CH2:12][C:13]2[CH:18]=[CH:17][CH:16]=[CH:15][CH:14]=2)[CH2:8][CH2:7]1)=[NH:5].[NH3:19]. The catalyst is CO. The product is [ClH:1].[ClH:1].[CH2:12]([N:9]1[CH2:10][CH2:11][CH:6]([C:4]([NH2:19])=[NH:5])[CH2:7][CH2:8]1)[C:13]1[CH:18]=[CH:17][CH:16]=[CH:15][CH:14]=1. The yield is 0.970.